This data is from Catalyst prediction with 721,799 reactions and 888 catalyst types from USPTO. The task is: Predict which catalyst facilitates the given reaction. Reactant: [CH3:1][C:2]1[CH:3]=[C:4]([N:20]2[CH2:24][CH2:23][NH:22][C:21]2=[O:25])[CH:5]=[N:6][C:7]=1[O:8][CH2:9][CH2:10][C@@H:11]1[CH2:13][C@@H:12]1[CH:14]1[CH2:19][CH2:18][NH:17][CH2:16][CH2:15]1.C([O-])([O-])=O.[K+].[K+].[N:32]#[C:33]Br. Product: [CH3:1][C:2]1[C:7]([O:8][CH2:9][CH2:10][C@@H:11]2[CH2:13][C@@H:12]2[CH:14]2[CH2:19][CH2:18][N:17]([C:33]#[N:32])[CH2:16][CH2:15]2)=[N:6][CH:5]=[C:4]([N:20]2[CH2:24][CH2:23][NH:22][C:21]2=[O:25])[CH:3]=1. The catalyst class is: 2.